Task: Predict the reaction yield, written as a fraction of the theoretical maximum amount of product (1.0 means a 100% yield; for example, 0.34 means a 34% yield).. Dataset: Reaction yield outcomes from USPTO patents with 853,638 reactions The reactants are [N:1]1[CH:6]=[CH:5][CH:4]=[C:3]([N:7]2[CH:16]=[C:10]3[C:11](=[O:15])[NH:12][CH2:13][CH2:14][C:9]3=[N:8]2)[CH:2]=1.[OH-].[Na+].[CH:19]1([CH2:22]Br)[CH2:21][CH2:20]1. The product is [CH:19]1([CH2:22][N:12]2[CH2:13][CH2:14][C:9]3=[N:8][N:7]([C:3]4[CH:2]=[N:1][CH:6]=[CH:5][CH:4]=4)[CH:16]=[C:10]3[C:11]2=[O:15])[CH2:21][CH2:20]1. The yield is 0.240. The catalyst is CN(C)C=O.C(OCC)(=O)C.